From a dataset of Catalyst prediction with 721,799 reactions and 888 catalyst types from USPTO. Predict which catalyst facilitates the given reaction. (1) Reactant: Cl.[C:2]1([P:8]2(=[O:14])[CH2:13][CH2:12][NH:11][CH2:10][CH2:9]2)[CH:7]=[CH:6][CH:5]=[CH:4][CH:3]=1.Br[CH2:16][CH2:17][C:18]1[CH:30]=[CH:29][C:21]([C:22]([O:24][C:25]([CH3:28])([CH3:27])[CH3:26])=[O:23])=[CH:20][CH:19]=1.C([O-])([O-])=O.[K+].[K+]. Product: [O:14]=[P:8]1([C:2]2[CH:3]=[CH:4][CH:5]=[CH:6][CH:7]=2)[CH2:9][CH2:10][N:11]([CH2:16][CH2:17][C:18]2[CH:30]=[CH:29][C:21]([C:22]([O:24][C:25]([CH3:27])([CH3:26])[CH3:28])=[O:23])=[CH:20][CH:19]=2)[CH2:12][CH2:13]1. The catalyst class is: 210. (2) Product: [CH:15]1([C:21]2[CH:22]=[CH:23][C:24]([C:25]([N:8]3[CH2:9][C:10]4[N:4]([CH:3]=[CH:2][CH:1]=4)[CH2:5][C:6]4[N:14]=[CH:13][CH:12]=[CH:11][C:7]3=4)=[O:26])=[CH:28][CH:29]=2)[CH2:16][CH2:17][CH2:18][CH2:19][CH2:20]1. Reactant: [CH:1]1[CH:2]=[CH:3][N:4]2[C:10]=1[CH2:9][NH:8][C:7]1[CH:11]=[CH:12][CH:13]=[N:14][C:6]=1[CH2:5]2.[CH:15]1([C:21]2[CH:29]=[CH:28][C:24]([C:25](Cl)=[O:26])=[CH:23][CH:22]=2)[CH2:20][CH2:19][CH2:18][CH2:17][CH2:16]1.C(N(CC)CC)C. The catalyst class is: 26. (3) Reactant: [CH3:1][O:2][C:3]1[C:11]2[CH:10]=[C:9]([C:12]([O:14]C)=[O:13])[S:8][C:7]=2[CH:6]=[CH:5][CH:4]=1.O.[OH-].[Li+].O.Cl. Product: [CH3:1][O:2][C:3]1[C:11]2[CH:10]=[C:9]([C:12]([OH:14])=[O:13])[S:8][C:7]=2[CH:6]=[CH:5][CH:4]=1. The catalyst class is: 5. (4) Reactant: [CH:1]1([CH2:7][CH2:8][N:9]2[C:13]3[N:14]=[C:15]([C:18]#[N:19])[N:16]=[CH:17][C:12]=3[CH:11]=[C:10]2[CH2:20][N:21]2[C:29]3[C:24](=[CH:25][CH:26]=[CH:27][CH:28]=3)[CH2:23][CH2:22]2)[CH2:6][CH2:5][CH2:4][CH2:3][CH2:2]1. Product: [CH:1]1([CH2:7][CH2:8][N:9]2[C:13]3[N:14]=[C:15]([C:18]#[N:19])[N:16]=[CH:17][C:12]=3[CH:11]=[C:10]2[CH2:20][N:21]2[C:29]3[C:24](=[CH:25][CH:26]=[CH:27][CH:28]=3)[CH:23]=[CH:22]2)[CH2:6][CH2:5][CH2:4][CH2:3][CH2:2]1. The catalyst class is: 784. (5) Reactant: [F:1][C:2]1[CH:3]=[C:4]([C@:13]2([NH:23][S@@](C(C)(C)C)=O)[C:18]3=[N:19][CH:20]=[CH:21][CH:22]=[C:17]3[O:16][CH2:15][CH2:14]2)[CH:5]=[CH:6][C:7]=1[O:8][C:9]([F:12])([F:11])[F:10].[ClH:30]. Product: [ClH:30].[F:1][C:2]1[CH:3]=[C:4]([C@:13]2([NH2:23])[C:18]3=[N:19][CH:20]=[CH:21][CH:22]=[C:17]3[O:16][CH2:15][CH2:14]2)[CH:5]=[CH:6][C:7]=1[O:8][C:9]([F:12])([F:10])[F:11]. The catalyst class is: 135. (6) Reactant: Br[C:2]1[CH:7]=[CH:6][C:5]([C:8]2[C:9]([NH2:22])=[N:10][C:11]3[C:16]([N:17]=2)=[CH:15][CH:14]=[CH:13][C:12]=3[C:18]([F:21])([F:20])[F:19])=[CH:4][CH:3]=1.[CH3:23][S:24]([C:27]1[CH:28]=[C:29](B(O)O)[CH:30]=[CH:31][CH:32]=1)(=[O:26])=[O:25].P([O-])([O-])([O-])=O.[K+].[K+].[K+]. Product: [CH3:23][S:24]([C:27]1[CH:32]=[C:31]([C:2]2[CH:7]=[CH:6][C:5]([C:8]3[C:9]([NH2:22])=[N:10][C:11]4[C:16]([N:17]=3)=[CH:15][CH:14]=[CH:13][C:12]=4[C:18]([F:21])([F:20])[F:19])=[CH:4][CH:3]=2)[CH:30]=[CH:29][CH:28]=1)(=[O:26])=[O:25]. The catalyst class is: 755. (7) Reactant: [C:1]1([S:7]([CH2:10][C:11]#[N:12])(=[O:9])=[O:8])[CH:6]=[CH:5][CH:4]=[CH:3][CH:2]=1.Br[CH2:14][CH2:15][CH2:16][CH2:17]Br. Product: [C:1]1([S:7]([C:10]2([C:11]#[N:12])[CH2:17][CH2:16][CH2:15][CH2:14]2)(=[O:8])=[O:9])[CH:2]=[CH:3][CH:4]=[CH:5][CH:6]=1. The catalyst class is: 786. (8) Reactant: [C:1]([O:5][C:6]([N:8]1[CH2:12][CH2:11][C@H:10]([F:13])[C@H:9]1[C:14]([OH:16])=O)=[O:7])([CH3:4])([CH3:3])[CH3:2].[Cl:17][C:18]1[C:19]([F:26])=[C:20]([CH:23]=[CH:24][CH:25]=1)[CH2:21][NH2:22].CN(C(ON1N=NC2C=CC=CC1=2)=[N+](C)C)C.F[P-](F)(F)(F)(F)F.CCN(C(C)C)C(C)C. Product: [C:1]([O:5][C:6]([N:8]1[CH2:12][CH2:11][C@H:10]([F:13])[C@H:9]1[C:14](=[O:16])[NH:22][CH2:21][C:20]1[CH:23]=[CH:24][CH:25]=[C:18]([Cl:17])[C:19]=1[F:26])=[O:7])([CH3:2])([CH3:3])[CH3:4]. The catalyst class is: 2. (9) Reactant: [F:1][C:2]1[C:3]([NH:28][C@H:29]2[CH2:34][CH2:33][CH2:32][C@@H:31]([NH:35][C:36]([NH:38]C(=O)OC(C)(C)C)=[NH:37])[CH2:30]2)=[N:4][C:5]([C:8]2[C:16]3[C:11](=[N:12][CH:13]=[C:14]([F:17])[CH:15]=3)[N:10](S(C3C=CC(C)=CC=3)(=O)=O)[CH:9]=2)=[N:6][CH:7]=1.C[O-].[Na+].CCOC(C)=O.C([O-])(O)=O.[Na+]. Product: [F:1][C:2]1[C:3]([NH:28][C@H:29]2[CH2:34][CH2:33][CH2:32][C@@H:31]([NH:35][C:36]([NH2:38])=[NH:37])[CH2:30]2)=[N:4][C:5]([C:8]2[C:16]3[C:11](=[N:12][CH:13]=[C:14]([F:17])[CH:15]=3)[NH:10][CH:9]=2)=[N:6][CH:7]=1. The catalyst class is: 1. (10) Reactant: [O:1]1[CH:5]=[CH:4][CH:3]=[C:2]1[C:6]1[C:7]2[CH:23]=[CH:22][CH:21]=[N:20][C:8]=2[NH:9][C:10](=O)[CH:11]([C:13]2[N:14]([CH3:18])[CH:15]=[CH:16][CH:17]=2)[N:12]=1.O1C=CC=C1C(=N)C1[C:31](N)=[N:32]C=CC=1.NC(C1N(C)C=CC=1)C(OCC)=O.N12CCCN=C1CCCCC2. Product: [O:1]1[CH:5]=[CH:4][CH:3]=[C:2]1[C:6]1[C:7]2[CH:23]=[CH:22][CH:21]=[N:20][C:8]=2[N:9]=[C:10]([NH:32][CH3:31])[CH:11]([C:13]2[N:14]([CH3:18])[CH:15]=[CH:16][CH:17]=2)[N:12]=1. The catalyst class is: 5.